Dataset: Full USPTO retrosynthesis dataset with 1.9M reactions from patents (1976-2016). Task: Predict the reactants needed to synthesize the given product. (1) Given the product [CH2:1]([NH:3][CH2:11][CH2:12][C:13]1[CH:14]=[CH:15][C:16]([C:19]2[N:23]=[CH:22][N:21]([C:24]3[CH:29]=[CH:28][C:27]([O:30][C:31]([F:32])([F:34])[F:33])=[CH:26][CH:25]=3)[N:20]=2)=[CH:17][CH:18]=1)[CH3:2], predict the reactants needed to synthesize it. The reactants are: [CH2:1]([N:3]([CH2:11][CH2:12][C:13]1[CH:18]=[CH:17][C:16]([C:19]2[N:23]=[CH:22][N:21]([C:24]3[CH:29]=[CH:28][C:27]([O:30][C:31]([F:34])([F:33])[F:32])=[CH:26][CH:25]=3)[N:20]=2)=[CH:15][CH:14]=1)C(=O)OC(C)(C)C)[CH3:2].C(=O)(O)[O-].[Na+]. (2) Given the product [F:1][CH:2]([F:33])[N:3]1[N:4]=[CH:5][C:6]2[NH:26][C:27](=[O:32])[C@H:28]([CH3:29])[CH:17]=[CH:16][CH2:15][C@H:14]([NH:18][C:19](=[O:25])[O:20][C:21]([CH3:23])([CH3:22])[CH3:24])[C:10]3[CH:9]=[C:8]([CH:13]=[CH:12][CH:11]=3)[C:7]1=2, predict the reactants needed to synthesize it. The reactants are: [F:1][CH:2]([F:33])[N:3]1[C:7]([C:8]2[CH:9]=[C:10]([C@@H:14]([NH:18][C:19](=[O:25])[O:20][C:21]([CH3:24])([CH3:23])[CH3:22])[CH2:15][CH:16]=[CH2:17])[CH:11]=[CH:12][CH:13]=2)=[C:6]([NH:26][C:27](=[O:32])[C@H:28](C)[CH:29]=C)[CH:5]=[N:4]1. (3) Given the product [CH3:2][O:3][C:4](=[O:17])[C@H:5]([CH2:7][C:8]1[CH:13]=[CH:12][C:11]([N+:14]([O-:16])=[O:15])=[CH:10][CH:9]=1)[NH:6][C:28]([C:23]1([CH2:22][CH2:21][N:18]=[N+:19]=[N-:20])[CH2:27][CH2:26][CH2:25][CH2:24]1)=[O:29], predict the reactants needed to synthesize it. The reactants are: Cl.[CH3:2][O:3][C:4](=[O:17])[C@H:5]([CH2:7][C:8]1[CH:13]=[CH:12][C:11]([N+:14]([O-:16])=[O:15])=[CH:10][CH:9]=1)[NH2:6].[N:18]([CH2:21][CH2:22][C:23]1([C:28](O)=[O:29])[CH2:27][CH2:26][CH2:25][CH2:24]1)=[N+:19]=[N-:20].F[P-](F)(F)(F)(F)F.N1(O[P+](N(C)C)(N(C)C)N(C)C)C2C=CC=CC=2N=N1.C(N(C(C)C)CC)(C)C. (4) Given the product [CH2:1]([O:3][C:4]1[N:5]=[CH:6][C:7]([NH2:14])=[CH:8][C:9]=1[C:10]([F:13])([F:11])[F:12])[CH3:2], predict the reactants needed to synthesize it. The reactants are: [CH2:1]([O:3][C:4]1[C:9]([C:10]([F:13])([F:12])[F:11])=[CH:8][C:7]([N+:14]([O-])=O)=[CH:6][N:5]=1)[CH3:2].O.O.[Sn](Cl)Cl.C([O-])(O)=O.[Na+]. (5) Given the product [F:1][C:2]1[CH:7]=[CH:6][CH:5]=[C:4]([F:8])[C:3]=1[N:9]1[C:14]2[N:15]=[C:16]([NH:46][CH:44]3[CH2:45][C:40]([CH3:49])([CH3:39])[NH:41][C:42]([CH3:48])([CH3:47])[CH2:43]3)[N:17]=[C:18]([C:19]3[CH:20]=[C:21]([NH:26][C:27]([C:29]4[S:30][CH:31]=[CH:32][CH:33]=4)=[O:28])[CH:22]=[CH:23][C:24]=3[CH3:25])[C:13]=2[CH:12]=[CH:11][C:10]1=[O:38], predict the reactants needed to synthesize it. The reactants are: [F:1][C:2]1[CH:7]=[CH:6][CH:5]=[C:4]([F:8])[C:3]=1[N:9]1[C:14]2[N:15]=[C:16](S(C)(=O)=O)[N:17]=[C:18]([C:19]3[CH:20]=[C:21]([NH:26][C:27]([C:29]4[S:30][CH:31]=[CH:32][CH:33]=4)=[O:28])[CH:22]=[CH:23][C:24]=3[CH3:25])[C:13]=2[CH:12]=[CH:11][C:10]1=[O:38].[CH3:39][C:40]1([CH3:49])[CH2:45][CH:44]([NH2:46])[CH2:43][C:42]([CH3:48])([CH3:47])[NH:41]1. (6) Given the product [I:1][C:2]1[CH:3]=[C:4]2[C:9](=[CH:10][CH:11]=1)[C:8](=[O:12])[NH:7][C:6](=[O:13])/[C:5]/2=[CH:14]/[O:42][CH3:38].[CH3:30][CH:24]1[N:25]([CH3:29])[CH:26]([CH3:28])[CH2:27][N:22]([C:19]2[CH:18]=[CH:17][C:16]([NH2:15])=[CH:21][CH:20]=2)[CH2:23]1, predict the reactants needed to synthesize it. The reactants are: [I:1][C:2]1[CH:3]=[C:4]2[C:9](=[CH:10][CH:11]=1)[C:8](=[O:12])[NH:7][C:6](=[O:13])/[C:5]/2=[CH:14]\[NH:15][C:16]1[CH:21]=[CH:20][C:19]([N:22]2[CH2:27][C@H:26]([CH3:28])[N:25]([CH3:29])[C@H:24]([CH3:30])[CH2:23]2)=[CH:18][CH:17]=1.BrC1C=C2C(=CC=1)[C:38](=[O:42])NC(=O)C2=CNC1C=CC(N2CC(C)NC(C)C2)=CC=1. (7) Given the product [Cl:16][C:17]1[CH:18]=[C:19]([NH:24][C:25]([NH:2][NH:1][C:3]2[CH:12]=[C:11]([CH:13]([CH3:15])[CH3:14])[C:10]3[C:5](=[N:6][CH:7]=[CH:8][CH:9]=3)[N:4]=2)=[O:26])[CH:20]=[C:21]([Cl:23])[CH:22]=1, predict the reactants needed to synthesize it. The reactants are: [NH:1]([C:3]1[CH:12]=[C:11]([CH:13]([CH3:15])[CH3:14])[C:10]2[C:5](=[N:6][CH:7]=[CH:8][CH:9]=2)[N:4]=1)[NH2:2].[Cl:16][C:17]1[CH:18]=[C:19]([N:24]=[C:25]=[O:26])[CH:20]=[C:21]([Cl:23])[CH:22]=1. (8) Given the product [CH3:1][C:2]([NH:18][C:16](=[O:20])[CH3:17])([CH3:14])[CH2:3][C:4]1[CH:13]=[CH:12][C:11]2[C:6](=[CH:7][CH:8]=[CH:9][CH:10]=2)[CH:5]=1, predict the reactants needed to synthesize it. The reactants are: [CH3:1][C:2](O)([CH3:14])[CH2:3][C:4]1[CH:13]=[CH:12][C:11]2[C:6](=[CH:7][CH:8]=[CH:9][CH:10]=2)[CH:5]=1.[C:16](#[N:18])[CH3:17].S(=O)(=O)(O)[OH:20].[OH-].[Na+]. (9) Given the product [CH3:1][C:2]1[CH:3]=[C:4]2[C:12]3=[C:13]([O:15][CH2:16][CH:17]([C:18]4[CH:19]=[CH:20][CH:21]=[CH:22][CH:23]=4)[N:11]3[C:10]3[C:5]2=[C:6]([OH:24])[CH:7]=[CH:8][CH:9]=3)[CH:14]=1, predict the reactants needed to synthesize it. The reactants are: [CH3:1][C:2]1[CH:3]=[C:4]2[C:12]3=[C:13]([O:15][CH2:16][CH:17]([C:18]4[CH:23]=[CH:22][CH:21]=[CH:20][CH:19]=4)[N:11]3[C:10]3[CH2:9][CH2:8][CH2:7][C:6](=[O:24])[C:5]2=3)[CH:14]=1.FC(F)(F)C(O)=O.[Br-].[Li+].C(=O)([O-])[O-].[Li+].[Li+].